From a dataset of Reaction yield outcomes from USPTO patents with 853,638 reactions. Predict the reaction yield, written as a fraction of the theoretical maximum amount of product (1.0 means a 100% yield; for example, 0.34 means a 34% yield). The reactants are Br[C:2]1[CH:3]=[CH:4][C:5]([F:23])=[C:6]([C:8]2[N:13]=[C:12]([C:14]([O:16][CH3:17])=[O:15])[C:11]([NH:18][CH2:19][CH2:20][O:21][CH3:22])=[N:10][CH:9]=2)[CH:7]=1.[C:24]([C@:26]1([OH:33])[CH2:30][CH2:29][N:28]([CH3:31])[C:27]1=[O:32])#[CH:25]. No catalyst specified. The product is [F:23][C:5]1[CH:4]=[CH:3][C:2]([C:25]#[C:24][C@:26]2([OH:33])[CH2:30][CH2:29][N:28]([CH3:31])[C:27]2=[O:32])=[CH:7][C:6]=1[C:8]1[N:13]=[C:12]([C:14]([O:16][CH3:17])=[O:15])[C:11]([NH:18][CH2:19][CH2:20][O:21][CH3:22])=[N:10][CH:9]=1. The yield is 0.890.